Dataset: Reaction yield outcomes from USPTO patents with 853,638 reactions. Task: Predict the reaction yield, written as a fraction of the theoretical maximum amount of product (1.0 means a 100% yield; for example, 0.34 means a 34% yield). (1) The reactants are O1[C:5]2([CH2:9][CH2:8][N:7]([C@H:10]3[CH2:15][CH2:14][CH2:13][CH2:12][C@@H:11]3[O:16][CH2:17][CH2:18][C:19]3[C:24]([Cl:25])=[CH:23][CH:22]=[CH:21][C:20]=3[Cl:26])[CH2:6]2)[O:4]CC1.S([O-])(=O)(=O)C.O. The catalyst is COCCOC. The product is [ClH:25].[O:4]=[C:5]1[CH2:9][CH2:8][N:7]([C@H:10]2[CH2:15][CH2:14][CH2:13][CH2:12][C@@H:11]2[O:16][CH2:17][CH2:18][C:19]2[C:24]([Cl:25])=[CH:23][CH:22]=[CH:21][C:20]=2[Cl:26])[CH2:6]1. The yield is 0.700. (2) The reactants are [CH3:1][N:2]1[C:11]2[C@@:6]([CH3:21])([C@H:7]3[CH2:18][CH2:17][C@@:16]4([CH3:19])[C@@H:12]([CH2:13][CH2:14][C:15]4=[O:20])[C@@H:8]3[CH2:9][CH:10]=2)[CH2:5][CH2:4][C:3]1=[O:22].[F:23][C:24]([F:37])([F:36])[S:25](O[S:25]([C:24]([F:37])([F:36])[F:23])(=[O:27])=[O:26])(=[O:27])=[O:26].O. The catalyst is C(Cl)Cl. The product is [F:23][C:24]([F:37])([F:36])[S:25]([O:20][C:15]1[C@@:16]2([CH3:19])[CH2:17][CH2:18][C@H:7]3[C@H:8]([C@@H:12]2[CH2:13][CH:14]=1)[CH2:9][CH:10]=[C:11]1[C@:6]3([CH3:21])[CH2:5][CH2:4][C:3](=[O:22])[N:2]1[CH3:1])(=[O:27])=[O:26]. The yield is 0.320. (3) The reactants are Cl[C:2]1[N:9]=[CH:8][CH:7]=[CH:6][C:3]=1[C:4]#[N:5].[F:10][C:11]1[C:16]([F:17])=[CH:15][CH:14]=[CH:13][C:12]=1B(O)O. No catalyst specified. The product is [F:10][C:11]1[C:16]([F:17])=[CH:15][CH:14]=[CH:13][C:12]=1[C:2]1[N:9]=[CH:8][CH:7]=[CH:6][C:3]=1[C:4]#[N:5]. The yield is 0.910. (4) The reactants are [Cl:1][C:2]1[CH:3]=[C:4]2[C:9](=[CH:10][C:11]=1[O:12][C:13]1[CH:18]=[CH:17][C:16]([C:19](=[O:31])[NH:20][CH2:21][CH:22]([C:24]3[CH:29]=[CH:28][C:27]([Cl:30])=[CH:26][CH:25]=3)[OH:23])=[CH:15][CH:14]=1)[O:8][CH2:7][CH2:6][CH:5]2[C:32]([O:34]CC)=[O:33].[OH-].[Na+]. The catalyst is C1COCC1.C(O)C. The product is [Cl:1][C:2]1[CH:3]=[C:4]2[C:9](=[CH:10][C:11]=1[O:12][C:13]1[CH:18]=[CH:17][C:16]([C:19](=[O:31])[NH:20][CH2:21][CH:22]([C:24]3[CH:25]=[CH:26][C:27]([Cl:30])=[CH:28][CH:29]=3)[OH:23])=[CH:15][CH:14]=1)[O:8][CH2:7][CH2:6][CH:5]2[C:32]([OH:34])=[O:33]. The yield is 0.870. (5) The reactants are [I:1][C:2]1[CH:3]=[C:4]2[C:8](=[CH:9][CH:10]=1)[NH:7][C:6](=[O:11])[C:5]2=O.[N+:13]([C:16]1[CH:27]=[CH:26][C:19]([O:20][CH2:21][C:22]([NH:24][NH2:25])=[O:23])=[CH:18][CH:17]=1)([O-:15])=[O:14]. The catalyst is C(O)(=O)C. The product is [I:1][C:2]1[CH:3]=[C:4]2[C:8](=[CH:9][CH:10]=1)[NH:7][C:6](=[O:11])[C:5]2=[N:25][NH:24][C:22](=[O:23])[CH2:21][O:20][C:19]1[CH:18]=[CH:17][C:16]([N+:13]([O-:15])=[O:14])=[CH:27][CH:26]=1. The yield is 0.850. (6) The reactants are C([N:3]([CH2:6][CH3:7])[CH2:4][CH3:5])C.[N:8]1(C([N:8]2[CH:12]=[CH:11]N=[CH:9]2)=S)[CH:12]=[CH:11]N=[CH:9]1. The catalyst is C1COCC1. The product is [CH2:12]1[C:11]2[CH:5]=[CH:4][N:3]=[CH:6][C:7]=2[CH2:9][NH:8]1. The yield is 0.770. (7) The reactants are [CH2:1]([O:8][CH2:9][CH:10]1[CH:15]=[CH:14][N:13](C(=O)C(C)(C)C)[CH:12]=[C:11]1[CH:22]1[CH2:26][CH2:25][CH2:24][N:23]1[CH3:27])[C:2]1[CH:7]=[CH:6][CH:5]=[CH:4][CH:3]=1.[S]. The catalyst is C1(C)C=CC=CC=1. The product is [CH2:1]([O:8][CH2:9][C:10]1[CH:15]=[CH:14][N:13]=[CH:12][C:11]=1[CH:22]1[CH2:26][CH2:25][CH2:24][N:23]1[CH3:27])[C:2]1[CH:3]=[CH:4][CH:5]=[CH:6][CH:7]=1. The yield is 0.600.